Dataset: HIV replication inhibition screening data with 41,000+ compounds from the AIDS Antiviral Screen. Task: Binary Classification. Given a drug SMILES string, predict its activity (active/inactive) in a high-throughput screening assay against a specified biological target. (1) The drug is OC1CC1Sc1ccccc1. The result is 0 (inactive). (2) The compound is CC(C)OCC(O)COc1cc(=O)oc2ccccc12. The result is 0 (inactive). (3) The compound is CCc1cc2c(c3[nH]ccc13)C(C)CC2C. The result is 0 (inactive). (4) The compound is CCC(=NO)c1ccc2[nH]c3c(C)cc([N+](=O)[O-])c(C)c3c2c1. The result is 0 (inactive).